Dataset: Catalyst prediction with 721,799 reactions and 888 catalyst types from USPTO. Task: Predict which catalyst facilitates the given reaction. (1) Reactant: [H-].[Al+3].[Li+].[H-].[H-].[H-].[CH:7]1([CH2:10][C:11]2([C:21]#[N:22])[CH2:20][CH2:19][C:14]3([O:18][CH2:17][CH2:16][O:15]3)[CH2:13][CH2:12]2)[CH2:9][CH2:8]1.O.[OH-].[Na+]. Product: [CH:7]1([CH2:10][C:11]2([CH2:21][NH2:22])[CH2:20][CH2:19][C:14]3([O:18][CH2:17][CH2:16][O:15]3)[CH2:13][CH2:12]2)[CH2:9][CH2:8]1. The catalyst class is: 28. (2) Reactant: [N+:1]([CH2:4][CH3:5])([O-:3])=[O:2].CO[CH:8]([O:14]C)[CH2:9][CH2:10][CH2:11][CH:12]=O. Product: [N+:1](/[C:4](/[CH3:5])=[CH:12]/[CH2:11][CH2:10][CH2:9][CH:8]=[O:14])([O-:3])=[O:2]. The catalyst class is: 521. (3) Reactant: N1CCNCC1.CC(OC([N:14]([CH2:16][CH2:17][CH2:18][CH2:19][C@H:20]([NH:24]C(OCC1C2C(=CC=CC=2)C2C1=CC=CC=2)=O)[C:21]([OH:23])=[O:22])C)=O)(C)C. Product: [NH2:24][C@H:20]([C:21]([OH:23])=[O:22])[CH2:19][CH2:18][CH2:17][CH2:16][NH2:14]. The catalyst class is: 3. (4) Reactant: [F:1][C:2]1[CH:3]=[C:4]([NH:8][CH2:9][CH2:10][OH:11])[CH:5]=[CH:6][CH:7]=1.CCN(CC)CC.[CH3:19][S:20](Cl)(=[O:22])=[O:21].O. Product: [CH3:19][S:20]([O:11][CH2:10][CH2:9][NH:8][C:4]1[CH:5]=[CH:6][CH:7]=[C:2]([F:1])[CH:3]=1)(=[O:22])=[O:21]. The catalyst class is: 2. (5) Product: [Br:1][C:2]1[CH:7]=[CH:6][C:5]([S:8][CH:16]([CH3:18])[CH3:17])=[CH:4][CH:3]=1. The catalyst class is: 21. Reactant: [Br:1][C:2]1[CH:7]=[CH:6][C:5]([SH:8])=[CH:4][CH:3]=1.C(=O)([O-])[O-].[K+].[K+].Br[CH:16]([CH3:18])[CH3:17].